This data is from NCI-60 drug combinations with 297,098 pairs across 59 cell lines. The task is: Regression. Given two drug SMILES strings and cell line genomic features, predict the synergy score measuring deviation from expected non-interaction effect. (1) Drug 1: C1CC(C1)(C(=O)O)C(=O)O.[NH2-].[NH2-].[Pt+2]. Drug 2: CS(=O)(=O)OCCCCOS(=O)(=O)C. Cell line: MALME-3M. Synergy scores: CSS=17.6, Synergy_ZIP=-6.34, Synergy_Bliss=-0.423, Synergy_Loewe=1.02, Synergy_HSA=2.92. (2) Cell line: SR. Drug 1: C1=NC2=C(N1)C(=S)N=CN2. Drug 2: C1CC(=O)NC(=O)C1N2C(=O)C3=CC=CC=C3C2=O. Synergy scores: CSS=34.1, Synergy_ZIP=0.0751, Synergy_Bliss=0.804, Synergy_Loewe=-30.4, Synergy_HSA=-0.369. (3) Drug 1: C1=CC(=CC=C1CCCC(=O)O)N(CCCl)CCCl. Drug 2: CC(C)NC(=O)C1=CC=C(C=C1)CNNC.Cl. Cell line: SR. Synergy scores: CSS=47.5, Synergy_ZIP=-2.22, Synergy_Bliss=-4.30, Synergy_Loewe=-14.2, Synergy_HSA=-2.79. (4) Drug 1: C1CC(=O)NC(=O)C1N2CC3=C(C2=O)C=CC=C3N. Drug 2: C1C(C(OC1N2C=C(C(=O)NC2=O)F)CO)O. Cell line: HOP-62. Synergy scores: CSS=52.2, Synergy_ZIP=7.30, Synergy_Bliss=5.47, Synergy_Loewe=-2.29, Synergy_HSA=8.07. (5) Drug 1: C1=C(C(=O)NC(=O)N1)N(CCCl)CCCl. Synergy scores: CSS=4.41, Synergy_ZIP=-0.477, Synergy_Bliss=1.16, Synergy_Loewe=-5.88, Synergy_HSA=-0.209. Cell line: MDA-MB-435. Drug 2: CC1CCC2CC(C(=CC=CC=CC(CC(C(=O)C(C(C(=CC(C(=O)CC(OC(=O)C3CCCCN3C(=O)C(=O)C1(O2)O)C(C)CC4CCC(C(C4)OC)OCCO)C)C)O)OC)C)C)C)OC. (6) Drug 1: CN1C2=C(C=C(C=C2)N(CCCl)CCCl)N=C1CCCC(=O)O.Cl. Drug 2: C1CN(P(=O)(OC1)NCCCl)CCCl. Cell line: HCC-2998. Synergy scores: CSS=-2.30, Synergy_ZIP=-4.35, Synergy_Bliss=-13.9, Synergy_Loewe=-8.01, Synergy_HSA=-14.0. (7) Drug 1: C1=NNC2=C1C(=O)NC=N2. Drug 2: CC(C)NC(=O)C1=CC=C(C=C1)CNNC.Cl. Cell line: NCI-H522. Synergy scores: CSS=3.34, Synergy_ZIP=1.20, Synergy_Bliss=-3.47, Synergy_Loewe=-2.73, Synergy_HSA=-2.20. (8) Drug 1: CC=C1C(=O)NC(C(=O)OC2CC(=O)NC(C(=O)NC(CSSCCC=C2)C(=O)N1)C(C)C)C(C)C. Drug 2: C(=O)(N)NO. Cell line: KM12. Synergy scores: CSS=45.6, Synergy_ZIP=0.769, Synergy_Bliss=-1.37, Synergy_Loewe=-60.9, Synergy_HSA=-3.58. (9) Drug 1: CCC1(CC2CC(C3=C(CCN(C2)C1)C4=CC=CC=C4N3)(C5=C(C=C6C(=C5)C78CCN9C7C(C=CC9)(C(C(C8N6C)(C(=O)OC)O)OC(=O)C)CC)OC)C(=O)OC)O.OS(=O)(=O)O. Drug 2: C1CN(CCN1C(=O)CCBr)C(=O)CCBr. Cell line: SR. Synergy scores: CSS=74.1, Synergy_ZIP=0.544, Synergy_Bliss=-0.0270, Synergy_Loewe=-2.66, Synergy_HSA=-0.0336. (10) Drug 1: CC1C(C(CC(O1)OC2CC(CC3=C2C(=C4C(=C3O)C(=O)C5=C(C4=O)C(=CC=C5)OC)O)(C(=O)C)O)N)O.Cl. Drug 2: C1=CC(=CC=C1CC(C(=O)O)N)N(CCCl)CCCl.Cl. Cell line: MCF7. Synergy scores: CSS=25.1, Synergy_ZIP=-8.67, Synergy_Bliss=-4.90, Synergy_Loewe=-15.9, Synergy_HSA=-3.79.